The task is: Predict the product of the given reaction.. This data is from Forward reaction prediction with 1.9M reactions from USPTO patents (1976-2016). (1) Given the reactants [Cl:1][C:2]1[S:9][C:8]2[CH:7]=[C:6]([C:10]([OH:12])=O)[NH:5][C:4]=2[C:3]=1[Cl:13].Cl.[NH2:15][C@@H:16]1[CH2:24][C:23]2[C:18](=[CH:19][CH:20]=[CH:21][CH:22]=2)[C@H:17]1[CH2:25][C:26]([O:28][CH3:29])=[O:27].C(N(CC)CC)C.C1C=CC2N(O)N=NC=2C=1.CCN=C=NCCCN(C)C, predict the reaction product. The product is: [Cl:1][C:2]1[S:9][C:8]2[CH:7]=[C:6]([C:10]([NH:15][C@@H:16]3[CH2:24][C:23]4[C:18](=[CH:19][CH:20]=[CH:21][CH:22]=4)[C@H:17]3[CH2:25][C:26]([O:28][CH3:29])=[O:27])=[O:12])[NH:5][C:4]=2[C:3]=1[Cl:13]. (2) Given the reactants [C:1]([NH:5][NH:6]C(OC(C)(C)C)=O)([CH3:4])([CH3:3])[CH3:2].[Cl:14][C:15]1[CH:25]=[CH:24][C:23]([CH2:26][NH:27][C:28](=[O:33])[C:29]([F:32])([F:31])[F:30])=[CH:22][C:16]=1[C:17]([N:19]=[C:20]=[O:21])=O.FC(F)(F)C(O)=O, predict the reaction product. The product is: [C:1]([N:5]1[C:20](=[O:21])[NH:19][C:17]([C:16]2[CH:22]=[C:23]([CH:24]=[CH:25][C:15]=2[Cl:14])[CH2:26][NH:27][C:28](=[O:33])[C:29]([F:32])([F:31])[F:30])=[N:6]1)([CH3:4])([CH3:3])[CH3:2]. (3) Given the reactants [NH:1]1[CH:5]=[CH:4][N:3]=[C:2]1[C:6]1[CH:7]=[CH:8][C:9]([CH3:22])=[C:10]([NH:12][C:13](=[O:21])[C:14]2[CH:19]=[CH:18][C:17]([OH:20])=[CH:16][CH:15]=2)[CH:11]=1.Br[CH2:24][CH:25]1[CH2:30][CH2:29][CH2:28][CH2:27][N:26]1[C:31]([O:33][C:34]([CH3:37])([CH3:36])[CH3:35])=[O:32].C([O-])([O-])=O.[K+].[K+].[Na+].[I-], predict the reaction product. The product is: [NH:1]1[CH:5]=[CH:4][N:3]=[C:2]1[C:6]1[CH:7]=[CH:8][C:9]([CH3:22])=[C:10]([NH:12][C:13]([C:14]2[CH:19]=[CH:18][C:17]([O:20][CH2:24][CH:25]3[CH2:30][CH2:29][CH2:28][CH2:27][N:26]3[C:31]([O:33][C:34]([CH3:35])([CH3:37])[CH3:36])=[O:32])=[CH:16][CH:15]=2)=[O:21])[CH:11]=1. (4) The product is: [CH2:25]([C@H:32]1[CH2:36][O:35][C:34](=[O:37])[N:33]1[C:38](=[O:43])[C@@H:39]([O:40][CH2:41][CH3:42])[C@H:5]([OH:6])[C:4]1[CH:7]=[CH:8][C:9]([O:10][CH2:11][CH2:12][C:13]2[N:14]=[C:15]([C:19]3[CH:24]=[CH:23][CH:22]=[CH:21][CH:20]=3)[O:16][C:17]=2[CH3:18])=[C:2]([CH3:1])[CH:3]=1)[C:26]1[CH:27]=[CH:28][CH:29]=[CH:30][CH:31]=1. Given the reactants [CH3:1][C:2]1[CH:3]=[C:4]([CH:7]=[CH:8][C:9]=1[O:10][CH2:11][CH2:12][C:13]1[N:14]=[C:15]([C:19]2[CH:24]=[CH:23][CH:22]=[CH:21][CH:20]=2)[O:16][C:17]=1[CH3:18])[CH:5]=[O:6].[CH2:25]([C@H:32]1[CH2:36][O:35][C:34](=[O:37])[N:33]1[C:38](=[O:43])[CH2:39][O:40][CH2:41][CH3:42])[C:26]1[CH:31]=[CH:30][CH:29]=[CH:28][CH:27]=1.B(OS(C(F)(F)F)(=O)=O)(CCCC)CCCC, predict the reaction product. (5) Given the reactants [Cl:1][C:2]1[CH:7]=[CH:6][C:5]([C:8]2[N:9]([CH2:14][C@H:15]([OH:20])[C:16]([F:19])([F:18])[F:17])[C:10](=[O:13])[NH:11][N:12]=2)=[CH:4][CH:3]=1.[Br:21][C:22]1[CH:23]=[C:24]([C:30]2[CH:35]=[CH:34][CH:33]=[CH:32][C:31]=2[Cl:36])[CH:25]=[C:26]([CH2:28]Br)[CH:27]=1, predict the reaction product. The product is: [Br:21][C:22]1[CH:27]=[C:26]([CH2:28][N:11]2[C:10](=[O:13])[N:9]([CH2:14][C@H:15]([OH:20])[C:16]([F:18])([F:19])[F:17])[C:8]([C:5]3[CH:6]=[CH:7][C:2]([Cl:1])=[CH:3][CH:4]=3)=[N:12]2)[CH:25]=[C:24]([C:30]2[CH:35]=[CH:34][CH:33]=[CH:32][C:31]=2[Cl:36])[CH:23]=1. (6) Given the reactants [CH3:1][C:2]([C:8]1[CH:13]=[CH:12][CH:11]=[CH:10][CH:9]=1)([CH3:7])[CH2:3][C:4](O)=[O:5].C(Cl)(=O)C([Cl:17])=O, predict the reaction product. The product is: [CH3:1][C:2]([C:8]1[CH:13]=[CH:12][CH:11]=[CH:10][CH:9]=1)([CH3:7])[CH2:3][C:4]([Cl:17])=[O:5]. (7) Given the reactants [F:1][C:2]1[C:3]([CH:11]([OH:14])[CH2:12][CH3:13])=[C:4](B(O)O)[CH:5]=[CH:6][CH:7]=1.C([O-])([O-])=O.[Na+].[Na+].Cl[C:22]1[N:27]=[C:26]([CH3:28])[C:25]([CH2:29][N:30]([CH3:41])[C@@H:31]2[C:40]3[C:35](=[CH:36][CH:37]=[CH:38][CH:39]=3)[CH2:34][CH2:33][CH2:32]2)=[C:24]([O:42][CH:43]2[CH2:47][CH2:46][CH2:45][CH2:44]2)[CH:23]=1, predict the reaction product. The product is: [CH:43]1([O:42][C:24]2[C:25]([CH2:29][N:30]([CH3:41])[CH:31]3[C:40]4[C:35](=[CH:36][CH:37]=[CH:38][CH:39]=4)[CH2:34][CH2:33][CH2:32]3)=[C:26]([CH3:28])[N:27]=[C:22]([C:4]3[CH:5]=[CH:6][CH:7]=[C:2]([F:1])[C:3]=3[CH:11]([OH:14])[CH2:12][CH3:13])[CH:23]=2)[CH2:44][CH2:45][CH2:46][CH2:47]1. (8) Given the reactants Br[C:2]1[N:7]=[CH:6][C:5]([O:8][C@@H:9]2[CH2:13][CH2:12][NH:11][C:10]2=[O:14])=[CH:4][CH:3]=1.[CH3:15][CH:16]([S-:18])[CH3:17].[Na+], predict the reaction product. The product is: [CH:16]([S:18][C:2]1[N:7]=[CH:6][C:5]([O:8][C@@H:9]2[CH2:13][CH2:12][NH:11][C:10]2=[O:14])=[CH:4][CH:3]=1)([CH3:17])[CH3:15]. (9) Given the reactants Br[C:2]1[N:6]([CH2:7][C:8]2[CH:13]=[CH:12][C:11]([O:14][CH3:15])=[CH:10][CH:9]=2)[N:5]=[C:4]([N:16]([CH3:18])[CH3:17])[N:3]=1.[Br:19][C:20]1[C:26]([Cl:27])=[CH:25][C:23]([NH2:24])=[CH:22][C:21]=1[Cl:28].CC([O-])(C)C.[Na+], predict the reaction product. The product is: [Br:19][C:20]1[C:26]([Cl:27])=[CH:25][C:23]([NH:24][C:2]2[N:6]([CH2:7][C:8]3[CH:13]=[CH:12][C:11]([O:14][CH3:15])=[CH:10][CH:9]=3)[N:5]=[C:4]([N:16]([CH3:18])[CH3:17])[N:3]=2)=[CH:22][C:21]=1[Cl:28]. (10) Given the reactants [Si:1]([O:8][CH:9]([C:32]1[CH:37]=[CH:36][C:35]([F:38])=[CH:34][CH:33]=1)[CH2:10][CH2:11][CH:12]1[CH:15]([C:16]2[CH:21]=[CH:20][C:19]([OH:22])=[CH:18][C:17]=2[OH:23])[N:14]([C:24]2[CH:29]=[CH:28][C:27]([F:30])=[CH:26][CH:25]=2)[C:13]1=[O:31])([C:4]([CH3:7])([CH3:6])[CH3:5])([CH3:3])[CH3:2].[H][H].[CH3:41][CH2:42][CH2:43][CH2:44][CH2:45][CH2:46][CH3:47].C(OCC)(=O)C, predict the reaction product. The product is: [CH2:41]([O:23][C:17]1[CH:18]=[C:19]([OH:22])[CH:20]=[CH:21][C:16]=1[CH:15]1[N:14]([C:24]2[CH:25]=[CH:26][C:27]([F:30])=[CH:28][CH:29]=2)[C:13](=[O:31])[CH:12]1[CH2:11][CH2:10][CH:9]([O:8][Si:1]([C:4]([CH3:7])([CH3:6])[CH3:5])([CH3:3])[CH3:2])[C:32]1[CH:33]=[CH:34][C:35]([F:38])=[CH:36][CH:37]=1)[C:42]1[CH:47]=[CH:46][CH:45]=[CH:44][CH:43]=1.[CH:20]1[CH:21]=[C:16]([C:15]2[CH:12]=[CH:11][CH:10]=[C:9]([OH:8])[CH:32]=2)[C:17]([OH:23])=[CH:18][CH:19]=1.[CH2:41]([O:22][C:19]1[CH:20]=[CH:21][C:16]([CH:15]2[N:14]([C:24]3[CH:25]=[CH:26][C:27]([F:30])=[CH:28][CH:29]=3)[C:13](=[O:31])[CH:12]2[CH2:11][CH2:10][CH:9]([O:8][Si:1]([C:4]([CH3:7])([CH3:6])[CH3:5])([CH3:3])[CH3:2])[C:32]2[CH:33]=[CH:34][C:35]([F:38])=[CH:36][CH:37]=2)=[C:17]([OH:23])[CH:18]=1)[C:42]1[CH:47]=[CH:46][CH:45]=[CH:44][CH:43]=1.